From a dataset of Reaction yield outcomes from USPTO patents with 853,638 reactions. Predict the reaction yield, written as a fraction of the theoretical maximum amount of product (1.0 means a 100% yield; for example, 0.34 means a 34% yield). The reactants are [OH-].[Na+].[CH2:3]([NH:10][C:11](=[O:39])[N:12]([C:14]1[CH:15]=[C:16]([C:20]2[CH:25]=[CH:24][C:23]([CH2:26][CH2:27][C:28]([O:30]C)=[O:29])=[CH:22][C:21]=2[O:32][CH2:33][CH2:34][C:35]([F:38])([F:37])[F:36])[CH:17]=[CH:18][CH:19]=1)[CH3:13])[CH2:4][CH2:5][CH2:6][CH2:7][CH2:8][CH3:9]. The catalyst is O1CCCC1.CO. The product is [CH2:3]([NH:10][C:11](=[O:39])[N:12]([C:14]1[CH:15]=[C:16]([C:20]2[CH:25]=[CH:24][C:23]([CH2:26][CH2:27][C:28]([OH:30])=[O:29])=[CH:22][C:21]=2[O:32][CH2:33][CH2:34][C:35]([F:37])([F:38])[F:36])[CH:17]=[CH:18][CH:19]=1)[CH3:13])[CH2:4][CH2:5][CH2:6][CH2:7][CH2:8][CH3:9]. The yield is 0.290.